This data is from Forward reaction prediction with 1.9M reactions from USPTO patents (1976-2016). The task is: Predict the product of the given reaction. (1) Given the reactants [Br:1][C:2]1[CH:3]=[N:4][CH:5]=[C:6]([CH:10]=1)[C:7]([OH:9])=[O:8].OS(O)(=O)=O.[CH3:16]O, predict the reaction product. The product is: [CH3:16][O:8][C:7](=[O:9])[C:6]1[CH:10]=[C:2]([Br:1])[CH:3]=[N:4][CH:5]=1. (2) The product is: [O:1]=[C:2]1[N:8]([CH:9]2[CH2:14][CH2:13][N:12]([C:15]([O:17][C@H:18]([CH2:19][C:20]3[CH:21]=[C:22]([CH3:35])[C:23]([O:27][CH2:28][C:29]4[CH:34]=[CH:33][CH:32]=[CH:31][CH:30]=4)=[C:24]([CH3:26])[CH:25]=3)[C:36]([N:75]3[CH2:76][CH2:77][N:72]([CH:78]4[CH2:83][CH2:82][N:81]([CH2:84][C:85]([O:87][CH2:88][CH3:89])=[O:86])[CH2:80][CH2:79]4)[CH2:73][CH2:74]3)=[O:37])=[O:16])[CH2:11][CH2:10]2)[CH2:7][CH2:6][C:5]2[CH:39]=[CH:40][CH:41]=[CH:42][C:4]=2[NH:3]1. Given the reactants [O:1]=[C:2]1[N:8]([CH:9]2[CH2:14][CH2:13][N:12]([C:15]([O:17][C@@H:18]([C:36](O)=[O:37])[CH2:19][C:20]3[CH:25]=[C:24]([CH3:26])[C:23]([O:27][CH2:28][C:29]4[CH:34]=[CH:33][CH:32]=[CH:31][CH:30]=4)=[C:22]([CH3:35])[CH:21]=3)=[O:16])[CH2:11][CH2:10]2)[CH2:7][CH2:6][C:5]2[CH:39]=[CH:40][CH:41]=[CH:42][C:4]=2[NH:3]1.CN(C(ON1N=NC2C=CC=CC1=2)=[N+](C)C)C.[B-](F)(F)(F)F.C(N(CC)CC)C.[N:72]1([CH:78]2[CH2:83][CH2:82][N:81]([CH2:84][C:85]([O:87][CH2:88][CH3:89])=[O:86])[CH2:80][CH2:79]2)[CH2:77][CH2:76][NH:75][CH2:74][CH2:73]1.C([O-])([O-])=O.[K+].[K+], predict the reaction product. (3) Given the reactants C[O:2][C:3]([C:5]1[C:6]([CH3:17])=[N:7][O:8][C:9]=1[C:10]1[CH:15]=[CH:14][C:13]([Br:16])=[CH:12][CH:11]=1)=[O:4].[OH-].[Li+], predict the reaction product. The product is: [Br:16][C:13]1[CH:12]=[CH:11][C:10]([C:9]2[O:8][N:7]=[C:6]([CH3:17])[C:5]=2[C:3]([OH:4])=[O:2])=[CH:15][CH:14]=1. (4) Given the reactants [O:1]1[CH2:5][CH2:4][O:3][C:2]21[CH2:18][C:10]1[CH:11]=[C:12]3[C:16](=[CH:17][C:9]=1[CH2:8][CH2:7][CH2:6]2)[NH:15][N:14]=[CH:13]3.I[C:20]1[CH:25]=[CH:24][N:23]=[C:22]([CH3:26])[CH:21]=1.[C@@H]1(N)CCCC[C@H]1N.[O-]P([O-])([O-])=O.[K+].[K+].[K+], predict the reaction product. The product is: [CH3:26][C:22]1[CH:21]=[C:20]([N:15]2[C:16]3[C:12](=[CH:11][C:10]4[CH2:18][C:2]5([O:1][CH2:5][CH2:4][O:3]5)[CH2:6][CH2:7][CH2:8][C:9]=4[CH:17]=3)[CH:13]=[N:14]2)[CH:25]=[CH:24][N:23]=1. (5) Given the reactants [OH:1][C:2]1[CH:3]=[C:4]([CH:8]=[C:9]([S:11]([F:16])([F:15])([F:14])([F:13])[F:12])[CH:10]=1)[C:5](O)=[O:6].IC.[C:19](=O)([O-])[O-].[K+].[K+].O.CN([CH:29]=[O:30])C, predict the reaction product. The product is: [CH3:19][O:1][C:2]1[CH:3]=[C:4]([CH:8]=[C:9]([S:11]([F:16])([F:15])([F:14])([F:13])[F:12])[CH:10]=1)[C:5]([O:30][CH3:29])=[O:6]. (6) Given the reactants [CH2:1]([NH:8][CH2:9][CH2:10][OH:11])[C:2]1[CH:7]=[CH:6][CH:5]=[CH:4][CH:3]=1.C([O-])([O-])=[O:13].[K+].[K+].[CH2:18](OC(=O)CBr)[C:19]1C=CC=CC=1, predict the reaction product. The product is: [CH2:1]([N:8]1[CH2:19][CH2:18][O:11][C:10](=[O:13])[CH2:9]1)[C:2]1[CH:7]=[CH:6][CH:5]=[CH:4][CH:3]=1.